This data is from Full USPTO retrosynthesis dataset with 1.9M reactions from patents (1976-2016). The task is: Predict the reactants needed to synthesize the given product. (1) The reactants are: [C:1]([N:4]([CH2:13][C:14]1[CH:19]=[CH:18][C:17]([CH3:20])=[CH:16][CH:15]=1)[NH:5]C(OC(C)(C)C)=O)(=[O:3])[NH2:2].[ClH:21]. Given the product [ClH:21].[CH3:20][C:17]1[CH:16]=[CH:15][C:14]([CH2:13][N:4]([C:1]([NH2:2])=[O:3])[NH2:5])=[CH:19][CH:18]=1, predict the reactants needed to synthesize it. (2) Given the product [C:79]([C:67]1[C:66]([O:83][CH3:84])=[C:65]([C:60]2[CH:61]=[C:62]3[C:57](=[CH:58][CH:59]=2)[CH:56]=[C:55]([NH:89][S:86]([CH3:85])(=[O:88])=[O:87])[CH:64]=[CH:63]3)[CH:70]=[C:69]([N:71]2[CH:76]=[CH:75][C:74](=[O:77])[NH:73][C:72]2=[O:78])[CH:68]=1)([CH3:82])([CH3:81])[CH3:80], predict the reactants needed to synthesize it. The reactants are: C(P(C(C)(C)C)C1C(OC)=CC=C(OC)C=1C1C(C(C)C)=CC(C(C)C)=CC=1C(C)C)(C)(C)C.O.C(O)(CC)(C)C.[O-]P([O-])([O-])=O.[K+].[K+].[K+].CS(O[C:55]1[CH:64]=[CH:63][C:62]2[C:57](=[CH:58][CH:59]=[C:60]([C:65]3[CH:70]=[C:69]([N:71]4[CH:76]=[CH:75][C:74](=[O:77])[NH:73][C:72]4=[O:78])[CH:68]=[C:67]([C:79]([CH3:82])([CH3:81])[CH3:80])[C:66]=3[O:83][CH3:84])[CH:61]=2)[CH:56]=1)(=O)=O.[CH3:85][S:86]([NH2:89])(=[O:88])=[O:87]. (3) Given the product [Cl:19][C:20]1[CH:21]=[C:22]([CH:26]=[CH:27][C:28]=1[Cl:29])[C:23]([NH:1][C:2]1[CH:3]=[CH:4][C:5]([O:8][C:9](=[O:18])[N:10]([CH3:17])[C:11]2[CH:16]=[CH:15][CH:14]=[CH:13][CH:12]=2)=[N:6][CH:7]=1)=[O:24], predict the reactants needed to synthesize it. The reactants are: [NH2:1][C:2]1[CH:3]=[CH:4][C:5]([O:8][C:9](=[O:18])[N:10]([CH3:17])[C:11]2[CH:16]=[CH:15][CH:14]=[CH:13][CH:12]=2)=[N:6][CH:7]=1.[Cl:19][C:20]1[CH:21]=[C:22]([CH:26]=[CH:27][C:28]=1[Cl:29])[C:23](Cl)=[O:24].C(N(CC)CC)C.ClCCl. (4) Given the product [Br:5][C:6]1[C:15]2[C:10](=[C:11]([N+:1]([O-:4])=[O:2])[CH:12]=[CH:13][CH:14]=2)[CH:9]=[N:8][CH:7]=1, predict the reactants needed to synthesize it. The reactants are: [N+:1]([O-:4])(O)=[O:2].[Br:5][C:6]1[C:15]2[C:10](=[CH:11][CH:12]=[CH:13][CH:14]=2)[CH:9]=[N:8][CH:7]=1.